Dataset: Reaction yield outcomes from USPTO patents with 853,638 reactions. Task: Predict the reaction yield, written as a fraction of the theoretical maximum amount of product (1.0 means a 100% yield; for example, 0.34 means a 34% yield). The reactants are I[C:2]1[C:15]([O:16][CH3:17])=[CH:14][C:13]2[C@:12]34[CH2:18][CH2:19][N:20]([C:21]([O:23][CH2:24][C:25]5[CH:30]=[CH:29][CH:28]=[CH:27][CH:26]=5)=[O:22])[C@@H:6]([C@@H:7]3[CH2:8][CH2:9][CH2:10][CH2:11]4)[CH2:5][C:4]=2[CH:3]=1.C1O[CH2:44][CH2:43]OCCOCCOCCOC1.O. The catalyst is C1COCC1.C1C=CC(/C=C/C(/C=C/C2C=CC=CC=2)=O)=CC=1.C1C=CC(/C=C/C(/C=C/C2C=CC=CC=2)=O)=CC=1.C1C=CC(/C=C/C(/C=C/C2C=CC=CC=2)=O)=CC=1.[Pd].[Pd].C1C=CC(P(C2C(C3C(P(C4C=CC=CC=4)C4C=CC=CC=4)=CC=C4C=3C=CC=C4)=C3C(C=CC=C3)=CC=2)C2C=CC=CC=2)=CC=1. The product is [N:20]1([C:2]2[C:15]([O:16][CH3:17])=[CH:14][C:13]3[C@:12]45[CH2:18][CH2:19][N:20]([C:21]([O:23][CH2:24][C:25]6[CH:30]=[CH:29][CH:28]=[CH:27][CH:26]=6)=[O:22])[C@@H:6]([C@@H:7]4[CH2:8][CH2:9][CH2:10][CH2:11]5)[CH2:5][C:4]=3[CH:3]=2)[CH2:44][CH2:43][CH2:11][CH2:12][CH2:18][CH2:19]1. The yield is 0.590.